Dataset: Reaction yield outcomes from USPTO patents with 853,638 reactions. Task: Predict the reaction yield, written as a fraction of the theoretical maximum amount of product (1.0 means a 100% yield; for example, 0.34 means a 34% yield). (1) The reactants are Cl[CH2:2][C:3]1[CH:4]=[C:5]2[C:9](=[CH:10][CH:11]=1)[CH2:8][CH2:7][CH2:6]2.[C-:12]#[N:13].[Na+]. The catalyst is CS(C)=O. The product is [CH2:8]1[C:9]2[C:5](=[CH:4][C:3]([CH2:2][C:12]#[N:13])=[CH:11][CH:10]=2)[CH2:6][CH2:7]1. The yield is 0.970. (2) The reactants are [N+:1]([C:4]1[CH:13]=[CH:12][C:11]([C:14]#[N:15])=[C:10]2[C:5]=1[CH:6]=[CH:7][CH:8]=[N:9]2)([O-])=O.CCO.[Cl-].[NH4+]. The catalyst is C1COCC1.[Fe]. The product is [NH2:1][C:4]1[CH:13]=[CH:12][C:11]([C:14]#[N:15])=[C:10]2[C:5]=1[CH:6]=[CH:7][CH:8]=[N:9]2. The yield is 1.00.